Task: Predict which catalyst facilitates the given reaction.. Dataset: Catalyst prediction with 721,799 reactions and 888 catalyst types from USPTO (1) Reactant: C([CH:3]([OH:24])[CH2:4][CH2:5][N:6]1[C:14]2[C:9](=[CH:10][C:11]([N+:15]([O-:17])=[O:16])=[CH:12][CH:13]=2)[CH:8]=[C:7]1[C:18]1[CH:23]=[CH:22][CH:21]=[CH:20][CH:19]=1)C.C(N(CC)CC)C.[C:32](Cl)(=[O:34])[CH3:33].C([O-])(O)=O.[Na+]. Product: [C:32]([O:24][CH2:3][CH2:4][CH2:5][N:6]1[C:14]2[C:9](=[CH:10][C:11]([N+:15]([O-:17])=[O:16])=[CH:12][CH:13]=2)[CH:8]=[C:7]1[C:18]1[CH:23]=[CH:22][CH:21]=[CH:20][CH:19]=1)(=[O:34])[CH3:33]. The catalyst class is: 34. (2) Reactant: C[O:2][C:3](=[O:29])[CH:4]([C:9]1[CH:14]=[C:13]([Cl:15])[C:12]([Br:16])=[CH:11][C:10]=1[C:17](=[O:28])[N:18]([C:20]1[CH:25]=[CH:24][CH:23]=[CH:22][C:21]=1[O:26][CH3:27])[CH3:19])C(OC)=O.O[Li].O.Cl. Product: [Br:16][C:12]1[C:13]([Cl:15])=[CH:14][C:9]([CH2:4][C:3]([OH:29])=[O:2])=[C:10]([C:17](=[O:28])[N:18]([C:20]2[CH:25]=[CH:24][CH:23]=[CH:22][C:21]=2[O:26][CH3:27])[CH3:19])[CH:11]=1. The catalyst class is: 20. (3) Reactant: [C:1]([C:5]1[N:9]=[C:8]([C@@H:10]2[C@@H:14]3[O:15][C:16]([CH3:19])([CH3:18])[O:17][C@H:13]3[C@H:12]([N:20]3[CH:28]=[N:27][C:26]4[C:21]3=[N:22][CH:23]=[N:24][C:25]=4ON3C4C=CC=CC=4N=N3)[O:11]2)[O:7][N:6]=1)([CH3:4])([CH3:3])[CH3:2].C(N(C(C)C)CC)(C)C.[CH2:48]([NH2:52])[CH:49]([CH3:51])[CH3:50]. Product: [C:1]([C:5]1[N:9]=[C:8]([C@@H:10]2[C@@H:14]3[O:15][C:16]([CH3:18])([CH3:19])[O:17][C@H:13]3[C@H:12]([N:20]3[CH:28]=[N:27][C:26]4[C:21]3=[N:22][CH:23]=[N:24][C:25]=4[NH:52][CH2:48][CH:49]([CH3:51])[CH3:50])[O:11]2)[O:7][N:6]=1)([CH3:4])([CH3:2])[CH3:3]. The catalyst class is: 16. (4) Reactant: C(OC(=O)[NH:7][C@@H:8]1[CH2:13][CH2:12][CH2:11][N:10]([C:14]2[C:19]([O:20][CH3:21])=[CH:18][N:17]=[C:16]3[NH:22][CH:23]=[C:24]([NH:25][C:26]([C:28]4[CH:29]=[N:30][N:31]([CH2:33][C:34]5[CH:39]=[CH:38][CH:37]=[CH:36][CH:35]=5)[CH:32]=4)=[O:27])[C:15]=23)[CH2:9]1)(C)(C)C.C(O)(C(F)(F)[F:44])=O. Product: [NH2:7][C@@H:8]1[CH2:13][CH2:12][CH2:11][N:10]([C:14]2[C:19]([O:20][CH3:21])=[CH:18][N:17]=[C:16]3[NH:22][CH:23]=[C:24]([NH:25][C:26]([C:28]4[CH:29]=[N:30][N:31]([CH2:33][C:34]5[CH:39]=[CH:38][C:37]([F:44])=[CH:36][CH:35]=5)[CH:32]=4)=[O:27])[C:15]=23)[CH2:9]1. The catalyst class is: 2. (5) Reactant: [CH3:1][O:2][C:3]([C:5]1[CH:10]=[C:9]([NH2:11])[N:8]=[C:7]([C:12]2[CH:17]=[CH:16][C:15]([Cl:18])=[C:14]([O:19][CH3:20])[C:13]=2[F:21])[N:6]=1)=[O:4].[B-](F)(F)(F)[F:23].[B-](F)(F)(F)F.C1[N+]2(CCl)CC[N+](F)(CC2)C1. Product: [CH3:1][O:2][C:3]([C:5]1[C:10]([F:23])=[C:9]([NH2:11])[N:8]=[C:7]([C:12]2[CH:17]=[CH:16][C:15]([Cl:18])=[C:14]([O:19][CH3:20])[C:13]=2[F:21])[N:6]=1)=[O:4]. The catalyst class is: 10. (6) Reactant: [N:1]1[CH:6]=[CH:5][CH:4]=[C:3]([C:7](=[S:9])[NH2:8])[CH:2]=1.Br[CH2:11][C:12](OCC)=[O:13]. Product: [N:1]1[CH:6]=[CH:5][CH:4]=[C:3]([C:7]2[S:9][CH:11]=[C:12]([OH:13])[N:8]=2)[CH:2]=1. The catalyst class is: 588. (7) Reactant: Cl[C:2]1[CH:3]=[CH:4][C:5]2[O:6][CH2:7][CH2:8][C:9]3[CH:15]=[C:14]([C:16]4[C:20]([C:21]5[CH:26]=[CH:25][C:24]([F:27])=[CH:23][C:22]=5[F:28])=[N:19][NH:18][N:17]=4)[S:13][C:10]=3[C:11]=2[N:12]=1.[CH3:29][N:30](C)C=O. Product: [C:29]([C:2]1[CH:3]=[CH:4][C:5]2[O:6][CH2:7][CH2:8][C:9]3[CH:15]=[C:14]([C:16]4[C:20]([C:21]5[CH:26]=[CH:25][C:24]([F:27])=[CH:23][C:22]=5[F:28])=[N:19][NH:18][N:17]=4)[S:13][C:10]=3[C:11]=2[N:12]=1)#[N:30]. The catalyst class is: 267. (8) Reactant: C(N1C=CN=C1)(N1C=CN=C1)=O.[F:13][C:14]1[CH:15]=[N:16][C:17]([O:23][C:24]2[CH:29]=[CH:28][CH:27]=[C:26]([S:30][CH3:31])[CH:25]=2)=[C:18]([CH:22]=1)[C:19]([OH:21])=O.[NH2:32][CH:33]1[CH2:37][CH2:36][N:35]([C:38](=[O:43])[CH2:39]C(C)C)[CH2:34]1. Product: [C:38]([N:35]1[CH2:36][CH2:37][CH:33]([NH:32][C:19](=[O:21])[C:18]2[CH:22]=[C:14]([F:13])[CH:15]=[N:16][C:17]=2[O:23][C:24]2[CH:29]=[CH:28][CH:27]=[C:26]([S:30][CH3:31])[CH:25]=2)[CH2:34]1)(=[O:43])[CH3:39]. The catalyst class is: 112. (9) The catalyst class is: 670. Product: [O:9]1[CH2:14][CH2:13][CH2:12][CH2:11][CH:10]1[N:15]1[C:23]2[C:18](=[CH:19][C:20]([CH:24]([NH2:25])[CH3:4])=[CH:21][CH:22]=2)[CH:17]=[N:16]1. Reactant: C[Mg+].[Br-].[CH3:4]COCC.[O:9]1[CH2:14][CH2:13][CH2:12][CH2:11][CH:10]1[N:15]1[C:23]2[C:18](=[CH:19][C:20]([C:24]#[N:25])=[CH:21][CH:22]=2)[CH:17]=[N:16]1.[BH4-].[Na+].[NH4+].[Cl-]. (10) Reactant: [F:1][C:2]([F:7])([CH2:5][OH:6])[CH2:3][OH:4].N1C=CC=CC=1.[S:14](O[S:14]([C:17]([F:20])([F:19])[F:18])(=[O:16])=[O:15])([C:17]([F:20])([F:19])[F:18])(=[O:16])=[O:15]. Product: [F:18][C:17]([F:20])([F:19])[S:14]([O:4][CH2:3][C:2]([F:7])([F:1])[CH2:5][O:6][S:14]([C:17]([F:18])([F:19])[F:20])(=[O:15])=[O:16])(=[O:16])=[O:15]. The catalyst class is: 28.